This data is from Reaction yield outcomes from USPTO patents with 853,638 reactions. The task is: Predict the reaction yield, written as a fraction of the theoretical maximum amount of product (1.0 means a 100% yield; for example, 0.34 means a 34% yield). (1) The reactants are [Na].[CH3:2][C:3]1[CH:8]=[CH:7][C:6]([C:9]2[C:10]([CH:15]=O)=[CH:11][CH:12]=[CH:13][CH:14]=2)=[CH:5][CH:4]=1.[Br:17][C:18]1[N:19]=[CH:20][C:21]([NH2:24])=[N:22][CH:23]=1. The catalyst is ClCCCl.CC(O)=O. The product is [Br:17][C:18]1[N:19]=[CH:20][C:21]([NH:24][CH2:15][C:10]2[CH:11]=[CH:12][CH:13]=[CH:14][C:9]=2[C:6]2[CH:7]=[CH:8][C:3]([CH3:2])=[CH:4][CH:5]=2)=[N:22][CH:23]=1. The yield is 0.550. (2) The reactants are [F:1][C:2]1[CH:7]=[CH:6][C:5]([S:8]([C:11]2[CH:12]=[CH:13][C:14]([CH2:21][CH2:22][CH3:23])=[C:15]([S:17](Cl)(=[O:19])=[O:18])[CH:16]=2)(=[O:10])=[O:9])=[CH:4][CH:3]=1.[CH2:24]([NH2:32])[CH2:25][C:26]1[CH:31]=[CH:30][CH:29]=[CH:28][CH:27]=1. The catalyst is ClCCl. The product is [F:1][C:2]1[CH:7]=[CH:6][C:5]([S:8]([C:11]2[CH:12]=[CH:13][C:14]([CH2:21][CH2:22][CH3:23])=[C:15]([S:17]([NH:32][CH2:24][CH2:25][C:26]3[CH:31]=[CH:30][CH:29]=[CH:28][CH:27]=3)(=[O:19])=[O:18])[CH:16]=2)(=[O:10])=[O:9])=[CH:4][CH:3]=1. The yield is 0.930. (3) The reactants are [C:1]([O:5][CH2:6][CH3:7])(=[O:4])[C:2]#[CH:3].C(=O)([O-])[O-].[K+].[K+].CC1C=C(C)C=C(C)C=1S([O-])(=O)=O.[NH2:27][N+:28]1[CH:33]=[CH:32][N:31]=[CH:30][CH:29]=1. The catalyst is CN(C=O)C. The product is [N:27]1[N:28]2[CH:33]=[CH:32][N:31]=[CH:30][C:29]2=[C:2]([C:1]([O:5][CH2:6][CH3:7])=[O:4])[CH:3]=1. The yield is 0.300.